Predict the product of the given reaction. From a dataset of Forward reaction prediction with 1.9M reactions from USPTO patents (1976-2016). Given the reactants [C:1]([N:4]1[CH2:9][CH2:8][N:7]([C:10]2[CH:15]=[CH:14][C:13]([S:16]([NH:19][CH2:20][CH:21]([CH3:23])[CH3:22])(=[O:18])=[O:17])=[CH:12][CH:11]=2)[CH2:6][CH2:5]1)(=[O:3])[CH3:2].[H-].[Na+].[F:26][C:27]([F:37])([F:36])[C:28]1[CH:35]=[CH:34][CH:33]=[CH:32][C:29]=1[CH2:30]Br, predict the reaction product. The product is: [C:1]([N:4]1[CH2:9][CH2:8][N:7]([C:10]2[CH:11]=[CH:12][C:13]([S:16]([N:19]([CH2:20][CH:21]([CH3:23])[CH3:22])[CH2:30][C:29]3[CH:32]=[CH:33][CH:34]=[CH:35][C:28]=3[C:27]([F:37])([F:36])[F:26])(=[O:18])=[O:17])=[CH:14][CH:15]=2)[CH2:6][CH2:5]1)(=[O:3])[CH3:2].